The task is: Predict the reactants needed to synthesize the given product.. This data is from Full USPTO retrosynthesis dataset with 1.9M reactions from patents (1976-2016). (1) Given the product [Cl:1][C:2]1[CH:3]=[C:4]([C:9]2[C:17]([O:18][CH2:19][CH3:20])=[CH:16][C:12]([C:13]([NH:26][S:23]([CH3:22])(=[O:25])=[O:24])=[O:14])=[C:11]([F:21])[CH:10]=2)[CH:5]=[N:6][C:7]=1[F:8], predict the reactants needed to synthesize it. The reactants are: [Cl:1][C:2]1[CH:3]=[C:4]([C:9]2[C:17]([O:18][CH2:19][CH3:20])=[CH:16][C:12]([C:13](O)=[O:14])=[C:11]([F:21])[CH:10]=2)[CH:5]=[N:6][C:7]=1[F:8].[CH3:22][S:23]([NH2:26])(=[O:25])=[O:24].CCN=C=NCCCN(C)C.Cl. (2) Given the product [CH:1]1([CH2:4][N:5]2[C:9](=[O:10])[N:8]([C:11]3[S:12][C:13]([C:17]([NH:51][CH2:52][C:53]4[CH:58]=[CH:57][N:56]=[CH:55][CH:54]=4)=[O:19])=[C:14]([CH3:16])[N:15]=3)[CH:7]=[N:6]2)[CH2:2][CH2:3]1, predict the reactants needed to synthesize it. The reactants are: [CH:1]1([CH2:4][N:5]2[C:9](=[O:10])[N:8]([C:11]3[S:12][C:13]([C:17]([OH:19])=O)=[C:14]([CH3:16])[N:15]=3)[CH:7]=[N:6]2)[CH2:3][CH2:2]1.Cl.CN(C)CCCN=C=NCC.C(N(CC)C(C)C)(C)C.ON1C2C=CC=CC=2N=N1.[NH2:51][CH2:52][C:53]1[CH:58]=[CH:57][N:56]=[CH:55][CH:54]=1. (3) Given the product [Cl:8][C:6]1[N:5]=[CH:4][N:3]=[C:2]([N:18]2[CH2:19][C@H:20]([CH3:24])[CH2:21][CH2:22][CH2:23][C@@H:17]2[CH3:16])[CH:7]=1, predict the reactants needed to synthesize it. The reactants are: Cl[C:2]1[CH:7]=[C:6]([Cl:8])[N:5]=[CH:4][N:3]=1.C(=O)([O-])[O-].[K+].[K+].Cl.[CH3:16][C@H:17]1[CH2:23][CH2:22][CH2:21][C@@H:20]([CH3:24])[CH2:19][NH:18]1.[Cl-].[NH4+]. (4) Given the product [CH2:34]([O:33][C:31](=[O:32])[CH2:30][O:26][C:23]1[CH:24]=[CH:25][C:20]([C:16]2[CH:15]=[C:14]([Cl:27])[C:13]([CH2:12][CH:9]3[CH2:10][CH2:11][N:7]([CH:1]4[CH2:6][CH2:5][CH2:4][CH2:3][CH2:2]4)[C:8]3=[O:28])=[C:18]([Cl:19])[CH:17]=2)=[CH:21][CH:22]=1)[CH3:35], predict the reactants needed to synthesize it. The reactants are: [CH:1]1([N:7]2[CH2:11][CH2:10][CH:9]([CH2:12][C:13]3[C:18]([Cl:19])=[CH:17][C:16]([C:20]4[CH:25]=[CH:24][C:23]([OH:26])=[CH:22][CH:21]=4)=[CH:15][C:14]=3[Cl:27])[C:8]2=[O:28])[CH2:6][CH2:5][CH2:4][CH2:3][CH2:2]1.Br[CH2:30][C:31]([O:33][CH2:34][CH3:35])=[O:32].C([O-])([O-])=O.[Cs+].[Cs+]. (5) Given the product [C:47]([C:36]1([NH:35][C:6]([C@@H:5]([NH:9][C:10]([N:12]2[CH2:17][CH2:16][O:15][CH2:14][CH2:13]2)=[O:11])[CH2:4][CH2:3][C:2]([CH3:1])([CH3:20])[CH2:18][CH3:19])=[O:8])[CH2:41][CH2:40][N:39]([CH2:42][CH2:43][CH2:44][O:45][CH3:46])[CH2:38][CH2:37]1)#[N:48], predict the reactants needed to synthesize it. The reactants are: [CH3:1][C:2]([CH3:20])([CH2:18][CH3:19])[CH2:3][CH2:4][C@H:5]([NH:9][C:10]([N:12]1[CH2:17][CH2:16][O:15][CH2:14][CH2:13]1)=[O:11])[C:6]([OH:8])=O.C1C=CC2N(O)N=NC=2C=1.C(Cl)CCl.[NH2:35][C:36]1([C:47]#[N:48])[CH2:41][CH2:40][N:39]([CH2:42][CH2:43][CH2:44][O:45][CH3:46])[CH2:38][CH2:37]1.